This data is from Peptide-MHC class II binding affinity with 134,281 pairs from IEDB. The task is: Regression. Given a peptide amino acid sequence and an MHC pseudo amino acid sequence, predict their binding affinity value. This is MHC class II binding data. (1) The peptide sequence is IAGAPGFPGPRGPPDPQGA. The binding affinity (normalized) is 0. The MHC is HLA-DQA10302-DQB10401 with pseudo-sequence HLA-DQA10303-DQB10402. (2) The peptide sequence is TKVIMGAVLIWVGIN. The MHC is DRB1_0301 with pseudo-sequence DRB1_0301. The binding affinity (normalized) is 0.00136.